This data is from Forward reaction prediction with 1.9M reactions from USPTO patents (1976-2016). The task is: Predict the product of the given reaction. (1) Given the reactants Br[C:2]1[CH:7]=[CH:6][C:5]([N:8]2[C:12]([CH2:13][C@@H:14]3[CH2:18][CH2:17][N:16]([C:19]([CH:21]4[CH2:23][CH2:22]4)=[O:20])[CH2:15]3)=[N:11][NH:10][C:9]2=[O:24])=[C:4]([O:25][CH3:26])[CH:3]=1.[F:27][C:28]1[CH:33]=[CH:32][C:31](B(O)O)=[CH:30][CH:29]=1, predict the reaction product. The product is: [CH:21]1([C:19]([N:16]2[CH2:17][CH2:18][C@@H:14]([CH2:13][C:12]3[N:8]([C:5]4[CH:6]=[CH:7][C:2]([C:31]5[CH:32]=[CH:33][C:28]([F:27])=[CH:29][CH:30]=5)=[CH:3][C:4]=4[O:25][CH3:26])[C:9](=[O:24])[NH:10][N:11]=3)[CH2:15]2)=[O:20])[CH2:23][CH2:22]1. (2) Given the reactants [CH3:1][C:2]1([CH3:22])[CH2:7][NH:6][CH:5]([CH2:8][C:9]([NH:11][C:12]2[CH:17]=[CH:16][C:15]([CH:18]([CH3:20])[CH3:19])=[CH:14][CH:13]=2)=[O:10])[C:4](=[O:21])[O:3]1.[CH3:23][C:24]([CH3:26])=O.C([BH3-])#N.[Na+].C(O)(=O)C, predict the reaction product. The product is: [CH:24]([N:6]1[CH2:7][C:2]([CH3:1])([CH3:22])[O:3][C:4](=[O:21])[CH:5]1[CH2:8][C:9]([NH:11][C:12]1[CH:17]=[CH:16][C:15]([CH:18]([CH3:19])[CH3:20])=[CH:14][CH:13]=1)=[O:10])([CH3:26])[CH3:23]. (3) Given the reactants [C:1]([C:4]1[S:8][C:7]([C:9]2[CH:10]=[C:11]([Cl:30])[C:12]3[O:16][CH:15]([CH2:17][NH:18][C:19](=[O:28])/[CH:20]=[CH:21]/[C:22]4[CH:23]=[N:24][CH:25]=[CH:26][CH:27]=4)[CH2:14][C:13]=3[CH:29]=2)=[CH:6][CH:5]=1)(=[O:3])[CH3:2].CO.[BH4-].[Na+].O, predict the reaction product. The product is: [Cl:30][C:11]1[C:12]2[O:16][CH:15]([CH2:17][NH:18][C:19](=[O:28])/[CH:20]=[CH:21]/[C:22]3[CH:23]=[N:24][CH:25]=[CH:26][CH:27]=3)[CH2:14][C:13]=2[CH:29]=[C:9]([C:7]2[S:8][C:4]([CH:1]([OH:3])[CH3:2])=[CH:5][CH:6]=2)[CH:10]=1. (4) Given the reactants [Cl:1][C:2]1[N:3]([CH2:10][C@:11]2([CH3:14])[CH2:13][O:12]2)[CH:4]=[C:5]([N+:7]([O-:9])=[O:8])[N:6]=1.[F:15][C:16]([F:30])([F:29])[C:17]1[CH:22]=[CH:21][C:20]([CH:23]2[CH2:28][CH2:27][NH:26][CH2:25][CH2:24]2)=[CH:19][CH:18]=1.O, predict the reaction product. The product is: [Cl:1][C:2]1[N:3]([CH2:10][C@@:11]([CH3:14])([OH:12])[CH2:13][N:26]2[CH2:27][CH2:28][CH:23]([C:20]3[CH:21]=[CH:22][C:17]([C:16]([F:15])([F:29])[F:30])=[CH:18][CH:19]=3)[CH2:24][CH2:25]2)[CH:4]=[C:5]([N+:7]([O-:9])=[O:8])[N:6]=1. (5) Given the reactants [Cl:1][C:2]1[C:8]([N:9]2[CH2:13][CH2:12][CH2:11][CH:10]2[CH2:14][N:15]([CH3:17])[CH3:16])=[CH:7][C:5]([NH2:6])=[C:4]([N+:18]([O-])=O)[CH:3]=1, predict the reaction product. The product is: [Cl:1][C:2]1[CH:3]=[C:4]([NH2:18])[C:5]([NH2:6])=[CH:7][C:8]=1[N:9]1[CH2:13][CH2:12][CH2:11][CH:10]1[CH2:14][N:15]([CH3:16])[CH3:17]. (6) Given the reactants [C:1]1([C:7]2[CH:15]=[C:14]3[C:10]([CH2:11][C:12](=[O:16])[NH:13]3)=[CH:9][CH:8]=2)[CH:6]=[CH:5][CH:4]=[CH:3][CH:2]=1.[CH2:17]([N:19]([CH2:34][CH3:35])[CH2:20][CH2:21][O:22][C:23]1[CH:24]=[C:25]2[C:29](=[CH:30][CH:31]=1)[NH:28][C:27]([CH:32]=O)=[CH:26]2)[CH3:18].N1CCCCC1, predict the reaction product. The product is: [CH2:34]([N:19]([CH2:17][CH3:18])[CH2:20][CH2:21][O:22][C:23]1[CH:24]=[C:25]2[C:29](=[CH:30][CH:31]=1)[NH:28][C:27]([CH:32]=[C:11]1[C:10]3[C:14](=[CH:15][C:7]([C:1]4[CH:2]=[CH:3][CH:4]=[CH:5][CH:6]=4)=[CH:8][CH:9]=3)[NH:13][C:12]1=[O:16])=[CH:26]2)[CH3:35]. (7) Given the reactants Br[C:2]1[CH:3]=[CH:4][C:5]([C:8]2[N:9]([CH2:17][O:18][CH2:19][CH2:20][Si:21]([CH3:24])([CH3:23])[CH3:22])[CH:10]=[C:11]([C:13]([F:16])([F:15])[F:14])[N:12]=2)=[N:6][CH:7]=1.[CH3:25][C:26]([CH3:49])([CH2:31][O:32][C:33]1[CH:38]=[C:37]([CH3:39])[C:36](B2OC(C)(C)C(C)(C)O2)=[CH:35][N:34]=1)[C:27]([O:29][CH3:30])=[O:28].P([O-])([O-])([O-])=O.[K+].[K+].[K+].C1(P(C2CCCCC2)C2C=CC=CC=2C2C(OC)=CC=CC=2OC)CCCCC1.C(=O)(O)[O-].[Na+], predict the reaction product. The product is: [CH3:25][C:26]([CH3:49])([CH2:31][O:32][C:33]1[N:34]=[CH:35][C:36]([C:2]2[CH:7]=[N:6][C:5]([C:8]3[N:9]([CH2:17][O:18][CH2:19][CH2:20][Si:21]([CH3:24])([CH3:23])[CH3:22])[CH:10]=[C:11]([C:13]([F:16])([F:15])[F:14])[N:12]=3)=[CH:4][CH:3]=2)=[C:37]([CH3:39])[CH:38]=1)[C:27]([O:29][CH3:30])=[O:28]. (8) The product is: [CH2:15]([N:7]1[CH:11]=[CH:10][CH:9]=[C:8]1[CH:12]=[C:5]([C:2]([O:26][CH3:25])=[O:4])[CH2:18][C:17]([OH:20])=[O:19])[CH3:16]. Given the reactants C[C:2]([CH3:5])([O-:4])C.[K+].[NH:7]1[CH:11]=[CH:10][CH:9]=[C:8]1[CH:12]=O.I[CH2:15][CH3:16].[C:17]([O:20]CC)(=[O:19])[CH3:18].C1C[O:26][CH2:25]C1, predict the reaction product. (9) Given the reactants [N+:1]([C:4]1[C:5]([NH:13][C@H:14]2[CH2:19][CH2:18][C@H:17]([CH2:20][NH:21][C:22](=[O:28])[O:23][C:24]([CH3:27])([CH3:26])[CH3:25])[CH2:16][CH2:15]2)=[C:6]2[S:12][CH:11]=[CH:10][C:7]2=[N:8][CH:9]=1)([O-])=O.[H][H], predict the reaction product. The product is: [NH2:1][C:4]1[C:5]([NH:13][C@H:14]2[CH2:15][CH2:16][C@H:17]([CH2:20][NH:21][C:22](=[O:28])[O:23][C:24]([CH3:26])([CH3:25])[CH3:27])[CH2:18][CH2:19]2)=[C:6]2[S:12][CH:11]=[CH:10][C:7]2=[N:8][CH:9]=1.